Dataset: Catalyst prediction with 721,799 reactions and 888 catalyst types from USPTO. Task: Predict which catalyst facilitates the given reaction. (1) Reactant: [CH3:1][O:2][C:3]1[CH:4]=[C:5]([CH:9]=[CH:10][C:11]=1[CH3:12])[C:6]([OH:8])=O.[Li]C. Product: [CH3:1][O:2][C:3]1[CH:4]=[C:5]([CH:9]=[CH:10][C:11]=1[CH3:12])[C:6]([C:3]1[CH:4]=[CH:5][CH:9]=[CH:10][CH:11]=1)=[O:8]. The catalyst class is: 165. (2) Reactant: [NH2:1][CH:2]([CH2:12][C:13]1[CH:18]=[CH:17][C:16]([O:19][C:20]([CH3:23])([CH3:22])[CH3:21])=[CH:15][CH:14]=1)[CH:3]([C:5]1[CH:10]=[CH:9][CH:8]=[C:7]([Cl:11])[CH:6]=1)[OH:4].[F:24][C:25]1[C:34]2[C:29](=[CH:30][CH:31]=[CH:32][CH:33]=2)[C:28]([C:35](O)=[O:36])=[CH:27][CH:26]=1.Cl.C(N=C=NCCCN(C)C)C.O.ON1C2C=CC=CC=2N=N1. Product: [O:19]([C:16]1[CH:15]=[CH:14][C:13]([CH2:12][CH:2]([NH:1][C:35]([C:28]2[C:29]3[C:34](=[CH:33][CH:32]=[CH:31][CH:30]=3)[C:25]([F:24])=[CH:26][CH:27]=2)=[O:36])[CH:3]([C:5]2[CH:10]=[CH:9][CH:8]=[C:7]([Cl:11])[CH:6]=2)[OH:4])=[CH:18][CH:17]=1)[C:20]([CH3:23])([CH3:22])[CH3:21]. The catalyst class is: 47. (3) Reactant: CC(C)([O-])C.[K+].[CH2:7]([O:10][C:11]([N:13]([CH2:28][C:29]([O:31]C)=O)[C@H:14]([CH2:23][O:24][CH2:25][O:26][CH3:27])[CH2:15][C:16]([O:18][C:19]([CH3:22])([CH3:21])[CH3:20])=[O:17])=[O:12])[CH:8]=[CH2:9].Cl.[Cl-].[Na+].C(O)(=O)C.C([BH3-])#N.[Na+]. Product: [OH:31][CH:29]1[CH2:28][N:13]([C:11]([O:10][CH2:7][CH:8]=[CH2:9])=[O:12])[C@H:14]([CH2:23][O:24][CH2:25][O:26][CH3:27])[CH:15]1[C:16]([O:18][C:19]([CH3:22])([CH3:21])[CH3:20])=[O:17]. The catalyst class is: 36.